From a dataset of Forward reaction prediction with 1.9M reactions from USPTO patents (1976-2016). Predict the product of the given reaction. (1) Given the reactants [O:1]([C:9]1[CH:15]=[CH:14][C:12]([NH2:13])=[CH:11][CH:10]=1)[C:2]1[CH:8]=[CH:7][C:5]([NH2:6])=[CH:4][CH:3]=1.[OH:16][CH:17]1[CH2:22][CH2:21][N:20]([C:23]2[CH:31]=[CH:30][C:26]([C:27](O)=[O:28])=[CH:25][CH:24]=2)[CH2:19][CH2:18]1, predict the reaction product. The product is: [NH2:6][C:5]1[CH:4]=[CH:3][C:2]([O:1][C:9]2[CH:15]=[CH:14][C:12]([NH:13][C:27](=[O:28])[C:26]3[CH:25]=[CH:24][C:23]([N:20]4[CH2:21][CH2:22][CH:17]([OH:16])[CH2:18][CH2:19]4)=[CH:31][CH:30]=3)=[CH:11][CH:10]=2)=[CH:8][CH:7]=1. (2) Given the reactants C(O)(C(F)(F)F)=O.C(OC(=O)[NH:14][C@H:15]([C:17]1[N:21]([C:22]2[N:23]([CH3:27])[N:24]=[CH:25][CH:26]=2)[C:20]2[CH:28]=[C:29]([F:32])[CH:30]=[CH:31][C:19]=2[N:18]=1)[CH3:16])(C)(C)C, predict the reaction product. The product is: [F:32][C:29]1[CH:30]=[CH:31][C:19]2[N:18]=[C:17]([C@@H:15]([NH2:14])[CH3:16])[N:21]([C:22]3[N:23]([CH3:27])[N:24]=[CH:25][CH:26]=3)[C:20]=2[CH:28]=1. (3) Given the reactants F[C:2]1[CH:9]=[CH:8][C:5]([CH:6]=[O:7])=[CH:4][C:3]=1[C:10]([F:13])([F:12])[F:11].[F:14][C:15]1[CH:22]=[C:21]([OH:23])[CH:20]=[CH:19][C:16]=1[C:17]#[N:18], predict the reaction product. The product is: [F:14][C:15]1[CH:22]=[C:21]([O:23][C:2]2[CH:9]=[CH:8][C:5]([CH:6]=[O:7])=[CH:4][C:3]=2[C:10]([F:13])([F:12])[F:11])[CH:20]=[CH:19][C:16]=1[C:17]#[N:18]. (4) The product is: [NH2:14][CH:41]([NH2:39])[C:3]1[CH:8]=[CH:7][CH:6]=[C:5]([N+:11]([O-:13])=[O:12])[CH:4]=1. Given the reactants BrC[C:3]1[CH:4]=[C:5]([N+:11]([O-:13])=[O:12])[CH:6]=[C:7](CBr)[CH:8]=1.[N-:14]=[N+]=[N-].[Na+].C1(P(C2C=CC=CC=2)C2C=CC=CC=2)C=CC=CC=1.O.C[N:39]([CH:41]=O)C, predict the reaction product. (5) Given the reactants Cl.Cl[CH2:3][CH2:4][N:5]1[CH2:9][CH2:8][CH2:7][CH2:6]1.[N+:10]([C:13]1[CH:14]=[C:15]2[C:19](=[CH:20][CH:21]=1)[NH:18][CH:17]=[CH:16]2)([O-:12])=[O:11].[H-].[Na+], predict the reaction product. The product is: [N+:10]([C:13]1[CH:14]=[C:15]2[C:19](=[CH:20][CH:21]=1)[N:18]([CH2:3][CH2:4][N:5]1[CH2:9][CH2:8][CH2:7][CH2:6]1)[CH:17]=[CH:16]2)([O-:12])=[O:11]. (6) Given the reactants Br[C:2]1[CH:3]=[C:4]([C:8]2([NH:11][CH2:12][C@@H:13]([OH:28])[C@@H:14]([NH:24][C:25](=[O:27])[CH3:26])[CH2:15][C:16]3[CH:21]=[C:20]([F:22])[CH:19]=[C:18]([F:23])[CH:17]=3)[CH2:10][CH2:9]2)[CH:5]=[CH:6][CH:7]=1.[CH3:29][O:30][C:31]1[CH:32]=[C:33](B(O)O)[CH:34]=[CH:35][CH:36]=1.C([O-])([O-])=O.[Cs+].[Cs+], predict the reaction product. The product is: [F:23][C:18]1[CH:17]=[C:16]([CH:21]=[C:20]([F:22])[CH:19]=1)[CH2:15][C@H:14]([NH:24][C:25](=[O:27])[CH3:26])[C@H:13]([OH:28])[CH2:12][NH:11][C:8]1([C:4]2[CH:3]=[C:2]([C:35]3[CH:34]=[CH:33][CH:32]=[C:31]([O:30][CH3:29])[CH:36]=3)[CH:7]=[CH:6][CH:5]=2)[CH2:10][CH2:9]1. (7) Given the reactants [Cl:1][C:2]1[C:3]([N:17]2[CH2:22][CH2:21][CH:20]([C:23]([OH:25])=O)[CH2:19][CH2:18]2)=[N:4][CH:5]=[C:6]([C:10]2[O:11][C:12]([CH2:15][CH3:16])=[CH:13][N:14]=2)[C:7]=1[NH:8][CH3:9].CCN=C=NCCCN(C)C.C1C=CC2N(O)N=NC=2C=1.[Cl:47][C:48]1[S:52][C:51]([S:53]([NH2:56])(=[O:55])=[O:54])=[CH:50][CH:49]=1, predict the reaction product. The product is: [Cl:1][C:2]1[C:3]([N:17]2[CH2:18][CH2:19][CH:20]([C:23]([NH:56][S:53]([C:51]3[S:52][C:48]([Cl:47])=[CH:49][CH:50]=3)(=[O:55])=[O:54])=[O:25])[CH2:21][CH2:22]2)=[N:4][CH:5]=[C:6]([C:10]2[O:11][C:12]([CH2:15][CH3:16])=[CH:13][N:14]=2)[C:7]=1[NH:8][CH3:9]. (8) Given the reactants [Cl:1][C:2]1[CH:32]=[C:31]([Cl:33])[CH:30]=[CH:29][C:3]=1[C:4]([C:6]1[CH:11]=[CH:10][CH:9]=[CH:8][C:7]=1[NH:12][S:13]([C:16]1[CH:28]=[CH:27][C:19]([C:20]([NH:22][CH2:23][C:24]([OH:26])=O)=[O:21])=[CH:18][CH:17]=1)(=[O:15])=[O:14])=[O:5].C(OC([N:41]1[CH2:46][CH2:45][CH:44]([NH2:47])[CH2:43][CH2:42]1)=O)(C)(C)C, predict the reaction product. The product is: [ClH:1].[Cl:1][C:2]1[CH:32]=[C:31]([Cl:33])[CH:30]=[CH:29][C:3]=1[C:4]([C:6]1[CH:11]=[CH:10][CH:9]=[CH:8][C:7]=1[NH:12][S:13]([C:16]1[CH:17]=[CH:18][C:19]([C:20]([NH:22][CH2:23][C:24](=[O:26])[NH:47][CH:44]2[CH2:45][CH2:46][NH:41][CH2:42][CH2:43]2)=[O:21])=[CH:27][CH:28]=1)(=[O:14])=[O:15])=[O:5]. (9) Given the reactants CN(C)C=O.[CH2:6]([O:13][C@@H:14]1[C@@H:19]([O:20][CH2:21][C:22]2[CH:27]=[CH:26][CH:25]=[CH:24][CH:23]=2)[C@H:18]([O:28][CH2:29][C:30]2[CH:35]=[CH:34][CH:33]=[CH:32][CH:31]=2)[C@@H:17]([CH2:36][O:37][CH2:38][C:39]2[CH:44]=[CH:43][CH:42]=[CH:41][CH:40]=2)[O:16][C@H:15]1[C:45]1[CH:50]=[C:49]([CH2:51][C:52]2[CH:57]=[CH:56][C:55]([OH:58])=[CH:54][C:53]=2[CH3:59])[C:48]([CH3:60])=[CH:47][C:46]=1[O:61][CH2:62][C:63]1[CH:68]=[CH:67][CH:66]=[CH:65][CH:64]=1)[C:7]1[CH:12]=[CH:11][CH:10]=[CH:9][CH:8]=1.Br[CH2:70][CH2:71][N:72]1[C:76](=[O:77])[C:75]2=[CH:78][CH:79]=[CH:80][CH:81]=[C:74]2[C:73]1=[O:82].C(=O)([O-])[O-].[K+].[K+], predict the reaction product. The product is: [CH2:6]([O:13][C@@H:14]1[C@@H:19]([O:20][CH2:21][C:22]2[CH:27]=[CH:26][CH:25]=[CH:24][CH:23]=2)[C@H:18]([O:28][CH2:29][C:30]2[CH:31]=[CH:32][CH:33]=[CH:34][CH:35]=2)[C@@H:17]([CH2:36][O:37][CH2:38][C:39]2[CH:44]=[CH:43][CH:42]=[CH:41][CH:40]=2)[O:16][C@H:15]1[C:45]1[CH:50]=[C:49]([CH2:51][C:52]2[CH:57]=[CH:56][C:55]([O:58][CH2:70][CH2:71][N:72]3[C:73](=[O:82])[C:74]4[C:75](=[CH:78][CH:79]=[CH:80][CH:81]=4)[C:76]3=[O:77])=[CH:54][C:53]=2[CH3:59])[C:48]([CH3:60])=[CH:47][C:46]=1[O:61][CH2:62][C:63]1[CH:64]=[CH:65][CH:66]=[CH:67][CH:68]=1)[C:7]1[CH:12]=[CH:11][CH:10]=[CH:9][CH:8]=1. (10) The product is: [CH2:14]([O:21][C:22]([NH:24][CH2:25][C@H:26]([N:30]1[C:31](=[O:33])[C:39]2=[CH:47][CH:46]=[CH:45][CH:44]=[C:40]2[C:41]1=[O:42])[C:27]([OH:29])=[O:28])=[O:23])[C:15]1[CH:16]=[CH:17][CH:18]=[CH:19][CH:20]=1. Given the reactants C1(NC2CCCCC2)CCCCC1.[CH2:14]([O:21][C:22]([NH:24][CH2:25][C@H:26]([NH:30][C:31]([O:33]C(C)(C)C)=O)[C:27]([OH:29])=[O:28])=[O:23])[C:15]1[CH:20]=[CH:19][CH:18]=[CH:17][CH:16]=1.C1(=O)O[C:41](=[O:42])[C:40]2=[CH:44][CH:45]=[CH:46][CH:47]=[C:39]12, predict the reaction product.